This data is from Reaction yield outcomes from USPTO patents with 853,638 reactions. The task is: Predict the reaction yield, written as a fraction of the theoretical maximum amount of product (1.0 means a 100% yield; for example, 0.34 means a 34% yield). The reactants are [NH2:1][C@H:2]([C:11]([OH:13])=[O:12])[CH2:3][C:4]1[CH:9]=[CH:8][C:7]([OH:10])=[CH:6][CH:5]=1.O=S(Cl)Cl.[CH3:18]O. No catalyst specified. The product is [CH3:18][O:12][C:11](=[O:13])[C@H:2]([CH2:3][C:4]1[CH:5]=[CH:6][C:7]([OH:10])=[CH:8][CH:9]=1)[NH2:1]. The yield is 1.00.